From a dataset of Reaction yield outcomes from USPTO patents with 853,638 reactions. Predict the reaction yield, written as a fraction of the theoretical maximum amount of product (1.0 means a 100% yield; for example, 0.34 means a 34% yield). (1) The reactants are C([Li])CCC.Br[C:7]1[CH:8]=[N:9][CH:10]=[N:11][CH:12]=1.[Br:13][C:14]1[CH:15]=[C:16]([C:21]([C:29]2[CH:34]=[CH:33][CH:32]=[C:31]([F:35])[C:30]=2[C:36]#[N:37])=[N:22]S(C(C)(C)C)=O)[CH:17]=[CH:18][C:19]=1[F:20].Cl. The catalyst is C1COCC1. The product is [Br:13][C:14]1[CH:15]=[C:16]([C:21]2([C:7]3[CH:8]=[N:9][CH:10]=[N:11][CH:12]=3)[C:29]3[C:30](=[C:31]([F:35])[CH:32]=[CH:33][CH:34]=3)[C:36]([NH2:37])=[N:22]2)[CH:17]=[CH:18][C:19]=1[F:20]. The yield is 0.560. (2) The reactants are [OH:1][C:2]1[CH:7]=[CH:6][C:5]([S:8][C:9]2[CH:14]=[CH:13][C:12]([NH:15][C:16](=[O:27])[C:17]3[CH:22]=[CH:21][CH:20]=[C:19]([C:23]([F:26])([F:25])[F:24])[CH:18]=3)=[CH:11][C:10]=2[N+:28]([O-])=O)=[CH:4][CH:3]=1.[Cl-].[NH4+].O1CCCC1.O. The catalyst is CO.[Fe]. The product is [NH2:28][C:10]1[CH:11]=[C:12]([NH:15][C:16](=[O:27])[C:17]2[CH:22]=[CH:21][CH:20]=[C:19]([C:23]([F:26])([F:24])[F:25])[CH:18]=2)[CH:13]=[CH:14][C:9]=1[S:8][C:5]1[CH:4]=[CH:3][C:2]([OH:1])=[CH:7][CH:6]=1. The yield is 0.970. (3) The reactants are CC1C=C(N2CCN(CCOC3C=CC=CC=3)C2=O)SC=1C(O)=O.[CH3:25][C:26]1[CH:30]=[C:29]([N:31]2[CH2:35][CH2:34][N:33]([CH2:36][C:37](=[O:44])[C:38]3[CH:43]=[CH:42][CH:41]=[CH:40][CH:39]=3)[C:32]2=[O:45])[S:28][C:27]=1[C:46]([OH:48])=O.[NH2:49][CH2:50][C:51]1[CH:52]=[N:53][CH:54]=[CH:55][CH:56]=1. No catalyst specified. The product is [CH3:25][C:26]1[CH:30]=[C:29]([N:31]2[CH2:35][CH2:34][N:33]([CH2:36][C:37](=[O:44])[C:38]3[CH:43]=[CH:42][CH:41]=[CH:40][CH:39]=3)[C:32]2=[O:45])[S:28][C:27]=1[C:46]([NH:49][CH2:50][C:51]1[CH:52]=[N:53][CH:54]=[CH:55][CH:56]=1)=[O:48]. The yield is 0.610. (4) The reactants are [NH2:1][C:2]1[CH:26]=[CH:25][C:5]([CH2:6][N:7]2[CH2:16][CH:15]3[N:11]([CH2:12][CH2:13][CH2:14]3)[C:10]3[N:17]=[C:18]([NH:21][CH2:22][CH3:23])[N:19]=[CH:20][C:9]=3[C:8]2=[O:24])=[CH:4][CH:3]=1.[C:27](Cl)(=[O:34])[C:28]1[CH:33]=[CH:32][CH:31]=[N:30][CH:29]=1.Cl.C(N(CC)CC)C.C(=O)(O)[O-].[Na+]. The catalyst is ClCCl. The product is [CH2:22]([NH:21][C:18]1[N:19]=[CH:20][C:9]2[C:8](=[O:24])[N:7]([CH2:6][C:5]3[CH:4]=[CH:3][C:2]([NH:1][C:27](=[O:34])[C:28]4[CH:33]=[CH:32][CH:31]=[N:30][CH:29]=4)=[CH:26][CH:25]=3)[CH2:16][C@H:15]3[N:11]([CH2:12][CH2:13][CH2:14]3)[C:10]=2[N:17]=1)[CH3:23]. The yield is 0.520. (5) The reactants are [CH2:1]([C:5]1[N:9]([CH2:10][C:11]2[CH:16]=[CH:15][C:14]([C:17]3[C:18]([C:23]#[N:24])=[CH:19][CH:20]=[CH:21][CH:22]=3)=[CH:13][CH:12]=2)[C:8](=[O:25])[NH:7][N:6]=1)[CH2:2][CH2:3][CH3:4].[H-].[Na+].CN(C)C=O.I[CH2:34][C:35]([CH3:38])([CH3:37])[CH3:36]. The catalyst is C(OCC)(=O)C. The product is [CH2:1]([C:5]1[N:9]([CH2:10][C:11]2[CH:16]=[CH:15][C:14]([C:17]3[C:18]([C:23]#[N:24])=[CH:19][CH:20]=[CH:21][CH:22]=3)=[CH:13][CH:12]=2)[C:8](=[O:25])[N:7]([CH2:34][C:35]([CH3:38])([CH3:37])[CH3:36])[N:6]=1)[CH2:2][CH2:3][CH3:4]. The yield is 0.500.